Dataset: Microsomal clearance measurements from AstraZeneca. Task: Regression/Classification. Given a drug SMILES string, predict its absorption, distribution, metabolism, or excretion properties. Task type varies by dataset: regression for continuous measurements (e.g., permeability, clearance, half-life) or binary classification for categorical outcomes (e.g., BBB penetration, CYP inhibition). For this dataset (clearance_microsome_az), we predict log10(clearance) (log10 of the in vitro intrinsic clearance, CLint, in uL/min per mg of human liver microsomal protein, equivalently mL/min/g; values are censored to the assay range of 3 to 150, which is 0.477 to 2.18 on this log10 scale). The compound is CCN(C(=O)Cc1ccc(S(C)(=O)=O)cc1)C1CCN(CCC(c2ccccc2)c2ccc(S(C)(=O)=O)cc2)CC1. The log10(clearance) is 1.27.